Task: Regression. Given a peptide amino acid sequence and an MHC pseudo amino acid sequence, predict their binding affinity value. This is MHC class II binding data.. Dataset: Peptide-MHC class II binding affinity with 134,281 pairs from IEDB (1) The peptide sequence is AAATAGTEVYGAFAA. The MHC is HLA-DPA10103-DPB10601 with pseudo-sequence HLA-DPA10103-DPB10601. The binding affinity (normalized) is 0.0984. (2) The peptide sequence is LHGVRDGLVRDANNY. The MHC is DRB1_1201 with pseudo-sequence DRB1_1201. The binding affinity (normalized) is 0.198. (3) The peptide sequence is PSPSMGRDIKVQFQS. The MHC is HLA-DQA10501-DQB10301 with pseudo-sequence HLA-DQA10501-DQB10301. The binding affinity (normalized) is 0.248. (4) The peptide sequence is ISATPEWATPFPHRK. The MHC is DRB1_0401 with pseudo-sequence DRB1_0401. The binding affinity (normalized) is 0.0279. (5) The peptide sequence is ILSEGNSFTAPNESY. The MHC is DRB1_1201 with pseudo-sequence DRB1_1201. The binding affinity (normalized) is 0.255.